From a dataset of Catalyst prediction with 721,799 reactions and 888 catalyst types from USPTO. Predict which catalyst facilitates the given reaction. (1) Reactant: CS(O[CH2:6][C:7]1[N:8]([CH2:17][CH2:18][S:19]([CH2:22][CH3:23])(=[O:21])=[O:20])[C:9]2[C:14]([CH:15]=1)=[CH:13][C:12]([Cl:16])=[CH:11][CH:10]=2)(=O)=O.C(=O)([O-])[O-].[Cs+].[Cs+].[NH:30]1[C:34]2=[CH:35][N:36]=[CH:37][CH:38]=[C:33]2[C:32]2([CH2:40][CH2:39]2)[C:31]1=[O:41]. Product: [Cl:16][C:12]1[CH:13]=[C:14]2[C:9](=[CH:10][CH:11]=1)[N:8]([CH2:17][CH2:18][S:19]([CH2:22][CH3:23])(=[O:21])=[O:20])[C:7]([CH2:6][N:30]1[C:34]3=[CH:35][N:36]=[CH:37][CH:38]=[C:33]3[C:32]3([CH2:39][CH2:40]3)[C:31]1=[O:41])=[CH:15]2. The catalyst class is: 10. (2) Product: [C:10]([O:9][C:8](=[O:14])[NH:7][C:5]1[S:6][C:2]([C:34](=[O:36])[CH3:35])=[C:3]([C:15]2[CH:16]=[N:17][N:18]([CH2:20][C:21]3[CH:26]=[CH:25][C:24]([O:27][CH3:28])=[CH:23][CH:22]=3)[CH:19]=2)[N:4]=1)([CH3:13])([CH3:12])[CH3:11].[NH2:7][C:5]1[S:6][C:2]([C:34](=[O:36])[CH3:35])=[C:3]([C:15]2[CH:16]=[N:17][N:18]([CH2:20][C:21]3[CH:22]=[CH:23][C:24]([O:27][CH3:28])=[CH:25][CH:26]=3)[CH:19]=2)[N:4]=1. The catalyst class is: 151. Reactant: Br[C:2]1[S:6][C:5]([NH:7][C:8](=[O:14])[O:9][C:10]([CH3:13])([CH3:12])[CH3:11])=[N:4][C:3]=1[C:15]1[CH:16]=[N:17][N:18]([CH2:20][C:21]2[CH:26]=[CH:25][C:24]([O:27][CH3:28])=[CH:23][CH:22]=2)[CH:19]=1.C([Sn](CCCC)(CCCC)[C:34]([O:36]CC)=[CH2:35])CCC.Cl.